Dataset: Catalyst prediction with 721,799 reactions and 888 catalyst types from USPTO. Task: Predict which catalyst facilitates the given reaction. (1) Reactant: Cl[C:2]1[CH:11]=[C:10]([C:12]#[N:13])[C:5]([C:6]([O:8][CH3:9])=[O:7])=[C:4]([C:14]2[CH:15]=[N:16][N:17]([CH3:19])[CH:18]=2)[N:3]=1.[NH2:20][CH2:21][C@@H:22]([NH:26][C:27](=[O:33])[O:28][C:29]([CH3:32])([CH3:31])[CH3:30])[CH2:23][O:24][CH3:25].CCN(C(C)C)C(C)C. Product: [C:29]([O:28][C:27]([NH:26][C@@H:22]([CH2:23][O:24][CH3:25])[CH2:21][NH:20][C:2]1[CH:11]=[C:10]([C:12]#[N:13])[C:5]([C:6]([O:8][CH3:9])=[O:7])=[C:4]([C:14]2[CH:15]=[N:16][N:17]([CH3:19])[CH:18]=2)[N:3]=1)=[O:33])([CH3:32])([CH3:31])[CH3:30]. The catalyst class is: 31. (2) Product: [NH:1]1[CH:5]=[CH:4][C:3]([C:6]([NH:9][C:10]2[CH:15]=[CH:14][C:13]([C@@H:16]3[O:21][CH2:20][CH2:19][N:18]([C:22]([O:24][C:25]([CH3:28])([CH3:27])[CH3:26])=[O:23])[CH2:17]3)=[CH:12][CH:11]=2)=[O:8])=[N:2]1. Reactant: [NH:1]1[CH:5]=[CH:4][C:3]([C:6]([OH:8])=O)=[N:2]1.[NH2:9][C:10]1[CH:15]=[CH:14][C:13]([C@@H:16]2[O:21][CH2:20][CH2:19][N:18]([C:22]([O:24][C:25]([CH3:28])([CH3:27])[CH3:26])=[O:23])[CH2:17]2)=[CH:12][CH:11]=1.[Cl-].COC1N=C(OC)N=C([N+]2(C)CCOCC2)N=1. The catalyst class is: 5. (3) Reactant: [CH3:1][C:2]1[CH:7]=[C:6]([O:8][CH2:9][CH2:10][C:11]2[CH:16]=[CH:15][CH:14]=[CH:13][N:12]=2)[CH:5]=[CH:4][C:3]=1[N+:17]([O-])=O. Product: [CH3:1][C:2]1[CH:7]=[C:6]([O:8][CH2:9][CH2:10][C:11]2[CH:16]=[CH:15][CH:14]=[CH:13][N:12]=2)[CH:5]=[CH:4][C:3]=1[NH2:17]. The catalyst class is: 312. (4) Reactant: [Cl:1][C:2]1[CH:7]=[CH:6][C:5]([S:8]([CH2:11][C:12]2[CH:17]=[C:16]([F:18])[CH:15]=[CH:14][C:13]=2[F:19])(=[O:10])=[O:9])=[CH:4][CH:3]=1.[CH:20]1(O)[CH2:25][CH2:24][CH2:23][CH2:22][CH2:21]1.C(C=P(CCCC)(CCCC)CCCC)#N. Product: [Cl:1][C:2]1[CH:7]=[CH:6][C:5]([S:8]([CH:11]([CH:20]2[CH2:25][CH2:24][CH2:23][CH2:22][CH2:21]2)[C:12]2[CH:17]=[C:16]([F:18])[CH:15]=[CH:14][C:13]=2[F:19])(=[O:10])=[O:9])=[CH:4][CH:3]=1. The catalyst class is: 11.